Dataset: Full USPTO retrosynthesis dataset with 1.9M reactions from patents (1976-2016). Task: Predict the reactants needed to synthesize the given product. Given the product [Br:1][C:2]1[C:3]([Cl:21])=[C:4]2[CH:10]=[CH:9][NH:8][C:5]2=[N:6][CH:7]=1, predict the reactants needed to synthesize it. The reactants are: [Br:1][C:2]1[C:3]([Cl:21])=[C:4]2[CH:10]=[CH:9][N:8]([Si](C(C)C)(C(C)C)C(C)C)[C:5]2=[N:6][CH:7]=1.CCCC[N+](CCCC)(CCCC)CCCC.[F-].O.